This data is from Full USPTO retrosynthesis dataset with 1.9M reactions from patents (1976-2016). The task is: Predict the reactants needed to synthesize the given product. Given the product [CH3:13][O:14][C:15](=[O:34])[C@H:16]([CH2:24][C:25]1[CH:26]=[C:27]([Cl:33])[C:28]([O:32][CH2:50][C:49]2[C:43]3[O:42][C:41]([C:35]4[CH:40]=[CH:39][CH:38]=[CH:37][CH:36]=4)=[N:45][C:44]=3[CH:46]=[CH:47][CH:48]=2)=[C:29]([Cl:31])[CH:30]=1)[NH:17][C:18](=[O:23])[C:19]([F:22])([F:20])[F:21], predict the reactants needed to synthesize it. The reactants are: CCOC(/N=N/C(OCC)=O)=O.[CH3:13][O:14][C:15](=[O:34])[C@H:16]([CH2:24][C:25]1[CH:30]=[C:29]([Cl:31])[C:28]([OH:32])=[C:27]([Cl:33])[CH:26]=1)[NH:17][C:18](=[O:23])[C:19]([F:22])([F:21])[F:20].[C:35]1([C:41]2[O:42][C:43]3[C:49]([CH2:50]O)=[CH:48][CH:47]=[CH:46][C:44]=3[N:45]=2)[CH:40]=[CH:39][CH:38]=[CH:37][CH:36]=1.C1(P(C2C=CC=CC=2)C2C=CC=CC=2)C=CC=CC=1.